From a dataset of Catalyst prediction with 721,799 reactions and 888 catalyst types from USPTO. Predict which catalyst facilitates the given reaction. Reactant: [O:1]1[CH:5]=[CH:4][C:3]([C:6]2[O:10][N:9]=[C:8]([C:11]([O:13]CC)=[O:12])[N:7]=2)=[N:2]1.[OH-].[Na+]. Product: [O:1]1[CH:5]=[CH:4][C:3]([C:6]2[O:10][N:9]=[C:8]([C:11]([OH:13])=[O:12])[N:7]=2)=[N:2]1. The catalyst class is: 8.